This data is from Full USPTO retrosynthesis dataset with 1.9M reactions from patents (1976-2016). The task is: Predict the reactants needed to synthesize the given product. (1) Given the product [Si:1]([O:8][CH2:9][CH:10]1[CH2:11][CH2:12][CH:13]([CH:16]=[O:17])[CH2:14][CH2:15]1)([C:4]([CH3:7])([CH3:6])[CH3:5])([CH3:3])[CH3:2], predict the reactants needed to synthesize it. The reactants are: [Si:1]([O:8][CH2:9][CH:10]1[CH2:15][CH2:14][CH:13]([CH2:16][OH:17])[CH2:12][CH2:11]1)([C:4]([CH3:7])([CH3:6])[CH3:5])([CH3:3])[CH3:2].CC(OI1(OC(C)=O)(OC(C)=O)OC(=O)C2C1=CC=CC=2)=O.S([O-])([O-])=O.[Na+].[Na+].C(=O)(O)[O-].[Na+]. (2) Given the product [Cl:12][CH2:8][CH2:7][C:5]1[CH:4]=[N:3][N:2]([CH3:1])[CH:6]=1, predict the reactants needed to synthesize it. The reactants are: [CH3:1][N:2]1[CH:6]=[C:5]([CH2:7][CH2:8]O)[CH:4]=[N:3]1.S(Cl)([Cl:12])=O. (3) The reactants are: [ClH:1].[Br:2][C:3]1[CH:21]=[CH:20][C:6]([CH2:7][N:8]2[C:12](=[O:13])[C:11]3([CH2:18][CH2:17][NH:16][CH2:15][CH2:14]3)[NH:10][C:9]2=[O:19])=[CH:5][CH:4]=1.[C:22]1([CH:28]([C:32]2[CH:37]=[CH:36][CH:35]=[CH:34][CH:33]=2)[CH2:29][CH2:30]Br)[CH:27]=[CH:26][CH:25]=[CH:24][CH:23]=1.C(=O)([O-])[O-].[K+].[K+].O. Given the product [ClH:1].[Br:2][C:3]1[CH:4]=[CH:5][C:6]([CH2:7][N:8]2[C:12](=[O:13])[C:11]3([CH2:14][CH2:15][N:16]([CH2:30][CH2:29][CH:28]([C:22]4[CH:27]=[CH:26][CH:25]=[CH:24][CH:23]=4)[C:32]4[CH:37]=[CH:36][CH:35]=[CH:34][CH:33]=4)[CH2:17][CH2:18]3)[NH:10][C:9]2=[O:19])=[CH:20][CH:21]=1, predict the reactants needed to synthesize it. (4) Given the product [F:1][C:2]1[CH:7]=[CH:6][C:5]([O:8][C:9](=[O:25])[N:10]([C@@H:12]2[C@@H:16]([C:17]3[CH:22]=[CH:21][C:20]([Cl:23])=[C:19]([Cl:24])[CH:18]=3)[CH2:15][N:14]([C:32]([N:26]3[CH2:31][CH2:30][O:29][CH2:28][CH2:27]3)=[O:33])[CH2:13]2)[CH3:11])=[CH:4][CH:3]=1, predict the reactants needed to synthesize it. The reactants are: [F:1][C:2]1[CH:7]=[CH:6][C:5]([O:8][C:9](=[O:25])[N:10]([C@@H:12]2[C@@H:16]([C:17]3[CH:22]=[CH:21][C:20]([Cl:23])=[C:19]([Cl:24])[CH:18]=3)[CH2:15][NH:14][CH2:13]2)[CH3:11])=[CH:4][CH:3]=1.[N:26]1([C:32](Cl)=[O:33])[CH2:31][CH2:30][O:29][CH2:28][CH2:27]1. (5) The reactants are: C(O)=O.[NH2:4][CH2:5][CH2:6][C:7]1[CH:30]=[CH:29][C:10]([NH:11][CH:12]2[CH2:17][CH2:16][N:15]([C:18]([NH:20][CH2:21][CH2:22][CH2:23][C:24]3[S:25][CH:26]=[CH:27][CH:28]=3)=[O:19])[CH2:14][CH2:13]2)=[CH:9][CH:8]=1.C([Si]([O:48][C:49]1[CH:54]=[CH:53][C:52]([O:55][CH2:56][CH:57]2[CH2:59][O:58]2)=[CH:51][CH:50]=1)(C1C=CC=CC=1)C1C=CC=CC=1)(C)(C)C. Given the product [S:25]1[CH:26]=[CH:27][CH:28]=[C:24]1[CH2:23][CH2:22][CH2:21][NH:20][C:18]([N:15]1[CH2:16][CH2:17][CH:12]([NH:11][C:10]2[CH:9]=[CH:8][C:7]([CH2:6][CH2:5][NH:4][CH2:59][C@H:57]([OH:58])[CH2:56][O:55][C:52]3[CH:53]=[CH:54][C:49]([OH:48])=[CH:50][CH:51]=3)=[CH:30][CH:29]=2)[CH2:13][CH2:14]1)=[O:19], predict the reactants needed to synthesize it.